Dataset: NCI-60 drug combinations with 297,098 pairs across 59 cell lines. Task: Regression. Given two drug SMILES strings and cell line genomic features, predict the synergy score measuring deviation from expected non-interaction effect. (1) Drug 1: C1=CN(C(=O)N=C1N)C2C(C(C(O2)CO)O)O.Cl. Drug 2: C1=CC=C(C=C1)NC(=O)CCCCCCC(=O)NO. Cell line: OVCAR-8. Synergy scores: CSS=56.9, Synergy_ZIP=-8.98, Synergy_Bliss=-6.50, Synergy_Loewe=-2.31, Synergy_HSA=0.503. (2) Drug 1: CCN(CC)CCNC(=O)C1=C(NC(=C1C)C=C2C3=C(C=CC(=C3)F)NC2=O)C. Drug 2: C(=O)(N)NO. Cell line: SF-539. Synergy scores: CSS=9.79, Synergy_ZIP=-4.19, Synergy_Bliss=-2.14, Synergy_Loewe=-1.36, Synergy_HSA=-0.589. (3) Cell line: SW-620. Synergy scores: CSS=1.39, Synergy_ZIP=-0.849, Synergy_Bliss=-1.65, Synergy_Loewe=0.0944, Synergy_HSA=-2.13. Drug 2: CC12CCC3C(C1CCC2OP(=O)(O)O)CCC4=C3C=CC(=C4)OC(=O)N(CCCl)CCCl.[Na+]. Drug 1: C1CC(=O)NC(=O)C1N2C(=O)C3=CC=CC=C3C2=O. (4) Drug 1: CN1CCC(CC1)COC2=C(C=C3C(=C2)N=CN=C3NC4=C(C=C(C=C4)Br)F)OC. Drug 2: C1CC(=O)NC(=O)C1N2CC3=C(C2=O)C=CC=C3N. Cell line: SR. Synergy scores: CSS=14.1, Synergy_ZIP=0.439, Synergy_Bliss=1.91, Synergy_Loewe=1.40, Synergy_HSA=2.02. (5) Drug 1: CN(C)N=NC1=C(NC=N1)C(=O)N. Drug 2: C1CNP(=O)(OC1)N(CCCl)CCCl. Cell line: DU-145. Synergy scores: CSS=-2.44, Synergy_ZIP=-0.494, Synergy_Bliss=-3.23, Synergy_Loewe=-6.07, Synergy_HSA=-5.90. (6) Drug 1: C(=O)(N)NO. Drug 2: C(CC(=O)O)C(=O)CN.Cl. Cell line: HOP-62. Synergy scores: CSS=4.24, Synergy_ZIP=0.439, Synergy_Bliss=8.48, Synergy_Loewe=-2.45, Synergy_HSA=1.08. (7) Drug 1: CN1CCC(CC1)COC2=C(C=C3C(=C2)N=CN=C3NC4=C(C=C(C=C4)Br)F)OC. Drug 2: C(CN)CNCCSP(=O)(O)O. Cell line: SF-268. Synergy scores: CSS=5.71, Synergy_ZIP=1.81, Synergy_Bliss=11.8, Synergy_Loewe=8.31, Synergy_HSA=8.55.